Predict the product of the given reaction. From a dataset of Forward reaction prediction with 1.9M reactions from USPTO patents (1976-2016). (1) Given the reactants C(OC(=O)[NH:7][CH2:8][CH2:9][CH:10]([NH:18][C:19](=[O:48])[C:20]1[CH:25]=[C:24]([NH:26][C:27]([C:29]2[C:44](=[O:45])[NH:43][C:32]3[N:33]=[C:34]([N:37]4[CH2:42][CH2:41][O:40][CH2:39][CH2:38]4)[N:35]=[CH:36][C:31]=3[CH:30]=2)=[O:28])[C:23]([Cl:46])=[CH:22][C:21]=1[F:47])[C:11]1[CH:16]=[CH:15][CH:14]=[C:13]([Cl:17])[CH:12]=1)(C)(C)C.ClCCl.FC(F)(F)C(O)=O, predict the reaction product. The product is: [NH2:7][CH2:8][CH2:9][CH:10]([NH:18][C:19]([C:20]1[C:21]([F:47])=[CH:22][C:23]([Cl:46])=[C:24]([NH:26][C:27]([C:29]2[C:44](=[O:45])[NH:43][C:32]3[N:33]=[C:34]([N:37]4[CH2:42][CH2:41][O:40][CH2:39][CH2:38]4)[N:35]=[CH:36][C:31]=3[CH:30]=2)=[O:28])[CH:25]=1)=[O:48])[C:11]1[CH:16]=[CH:15][CH:14]=[C:13]([Cl:17])[CH:12]=1. (2) Given the reactants [Br:1][C:2]1[CH:3]=[C:4]([CH:9]=[C:10]([N+:12]([O-])=O)[CH:11]=1)[C:5]([O:7][CH3:8])=[O:6].[NH4+].[Cl-].[CH2:17](O)C, predict the reaction product. The product is: [NH2:12][C:10]1[CH:9]=[C:4]([CH:3]=[C:2]([Br:1])[CH:11]=1)[C:5]([O:7][CH2:8][CH3:17])=[O:6]. (3) Given the reactants [NH:1]1[C:5]2=[CH:6][N:7]=[CH:8][CH:9]=[C:4]2[CH:3]=[C:2]1[C:10]([O:12][CH2:13][CH3:14])=[O:11], predict the reaction product. The product is: [NH:1]1[C:5]2[CH2:6][NH:7][CH2:8][CH2:9][C:4]=2[CH:3]=[C:2]1[C:10]([O:12][CH2:13][CH3:14])=[O:11]. (4) Given the reactants FC(F)(F)C(O)=O.[Cl:8][C:9]1[C:10]([NH:30][C:31](=[O:39])[CH2:32][CH:33]2[CH2:38][CH2:37][CH2:36][CH2:35][CH2:34]2)=[C:11]2[C:16](=[CH:17][CH:18]=1)[N:15]=[C:14]([CH2:19][CH2:20][CH2:21][NH:22]C(=O)OC(C)(C)C)[CH:13]=[CH:12]2, predict the reaction product. The product is: [NH3:15].[NH2:22][CH2:21][CH2:20][CH2:19][C:14]1[CH:13]=[CH:12][C:11]2[C:16](=[CH:17][CH:18]=[C:9]([Cl:8])[C:10]=2[NH:30][C:31](=[O:39])[CH2:32][CH:33]2[CH2:38][CH2:37][CH2:36][CH2:35][CH2:34]2)[N:15]=1. (5) Given the reactants [Cl:1][C:2]1[N:7]=[CH:6][C:5]([S:8](Cl)(=[O:10])=[O:9])=[CH:4][CH:3]=1.C(=O)([O-])[O-].[K+].[K+].[N:18]1([C:24]([O:26][C:27]([CH3:30])([CH3:29])[CH3:28])=[O:25])[CH2:23][CH2:22][NH:21][CH2:20][CH2:19]1, predict the reaction product. The product is: [Cl:1][C:2]1[N:7]=[CH:6][C:5]([S:8]([N:21]2[CH2:20][CH2:19][N:18]([C:24]([O:26][C:27]([CH3:30])([CH3:29])[CH3:28])=[O:25])[CH2:23][CH2:22]2)(=[O:10])=[O:9])=[CH:4][CH:3]=1. (6) Given the reactants [Br:1][C:2]1[CH:7]=[CH:6][C:5]([CH2:8][OH:9])=[CH:4][C:3]=1[Cl:10], predict the reaction product. The product is: [Br:1][C:2]1[CH:7]=[CH:6][C:5]([CH:8]=[O:9])=[CH:4][C:3]=1[Cl:10]. (7) Given the reactants CC(O)=O.[CH3:5][S-:6].[Na+].Cl[CH:9]([C:38]1[C:39]([CH3:44])=[N:40][O:41][C:42]=1[CH3:43])[C:10]1[O:11][C:12]2[CH:18]=[CH:17][C:16]([CH2:19][C:20]([NH:22][CH:23]([C:30]3[CH:35]=[CH:34][C:33]([CH3:36])=[CH:32][C:31]=3[CH3:37])[C:24]3[CH:29]=[CH:28][CH:27]=[CH:26][CH:25]=3)=[O:21])=[CH:15][C:13]=2[CH:14]=1.O, predict the reaction product. The product is: [CH3:44][C:39]1[C:38]([CH:9]([S:6][CH3:5])[C:10]2[O:11][C:12]3[CH:18]=[CH:17][C:16]([CH2:19][C:20]([NH:22][CH:23]([C:30]4[CH:35]=[CH:34][C:33]([CH3:36])=[CH:32][C:31]=4[CH3:37])[C:24]4[CH:25]=[CH:26][CH:27]=[CH:28][CH:29]=4)=[O:21])=[CH:15][C:13]=3[CH:14]=2)=[C:42]([CH3:43])[O:41][N:40]=1. (8) Given the reactants [CH2:1](N1CCC[C@@H](OC2C(Cl)=CC(C(OC(C)(C)C)=O)=C(F)C=2)C1)[C:2]1[CH:7]=CC=CC=1.[C:30]([O:34][C:35]([C:37]1[C:60]([F:61])=[CH:59][C:40]([O:41][C@H:42]2[CH2:47][N:46]([C:48]([O:50][CH2:51][C:52]3[CH:57]=[CH:56][CH:55]=[CH:54][CH:53]=3)=[O:49])[C@H:45]([CH3:58])[CH2:44][CH2:43]2)=[C:39](Cl)[CH:38]=1)=[O:36])([CH3:33])([CH3:32])[CH3:31], predict the reaction product. The product is: [C:30]([O:34][C:35]([C:37]1[C:60]([F:61])=[CH:59][C:40]([O:41][C@H:42]2[CH2:47][N:46]([C:48]([O:50][CH2:51][C:52]3[CH:57]=[CH:56][CH:55]=[CH:54][CH:53]=3)=[O:49])[C@H:45]([CH3:58])[CH2:44][CH2:43]2)=[C:39]([CH:7]2[CH2:2][CH2:1]2)[CH:38]=1)=[O:36])([CH3:33])([CH3:32])[CH3:31]. (9) Given the reactants [C:1]([O:5][C:6]([N:8]1[CH2:12][CH2:11][CH:10](O)[CH2:9]1)=[O:7])([CH3:4])([CH3:3])[CH3:2].C1(P(C2C=CC=CC=2)C2C=CC=CC=2)C=CC=CC=1.C(Br)(Br)(Br)[Br:34], predict the reaction product. The product is: [C:1]([O:5][C:6]([N:8]1[CH2:12][CH2:11][CH:10]([Br:34])[CH2:9]1)=[O:7])([CH3:4])([CH3:3])[CH3:2].